Dataset: Reaction yield outcomes from USPTO patents with 853,638 reactions. Task: Predict the reaction yield, written as a fraction of the theoretical maximum amount of product (1.0 means a 100% yield; for example, 0.34 means a 34% yield). The reactants are Br[C:2]1[CH:3]=[CH:4][C:5]([F:23])=[C:6]([CH:22]=1)[C:7]([NH:9][C:10]1[C:19]([CH3:20])=[CH:18][C:13]([C:14]([O:16][CH3:17])=[O:15])=[CH:12][C:11]=1[CH3:21])=[O:8].[C:24]([Si:28]([CH3:38])([CH3:37])[O:29][CH2:30][CH:31]1[CH2:36][CH2:35][CH2:34][NH:33][CH2:32]1)([CH3:27])([CH3:26])[CH3:25].C([O-])([O-])=O.[Cs+].[Cs+].COC1C=CC=C(OC)C=1C1C=CC=CC=1P(C1CCCCC1)C1CCCCC1. The catalyst is O1CCOCC1.C1C=CC(/C=C/C(/C=C/C2C=CC=CC=2)=O)=CC=1.C1C=CC(/C=C/C(/C=C/C2C=CC=CC=2)=O)=CC=1.C1C=CC(/C=C/C(/C=C/C2C=CC=CC=2)=O)=CC=1.[Pd].[Pd]. The product is [Si:28]([O:29][CH2:30][CH:31]1[CH2:36][CH2:35][CH2:34][N:33]([C:2]2[CH:3]=[CH:4][C:5]([F:23])=[C:6]([CH:22]=2)[C:7]([NH:9][C:10]2[C:19]([CH3:20])=[CH:18][C:13]([C:14]([O:16][CH3:17])=[O:15])=[CH:12][C:11]=2[CH3:21])=[O:8])[CH2:32]1)([C:24]([CH3:27])([CH3:26])[CH3:25])([CH3:38])[CH3:37]. The yield is 0.400.